Dataset: Reaction yield outcomes from USPTO patents with 853,638 reactions. Task: Predict the reaction yield, written as a fraction of the theoretical maximum amount of product (1.0 means a 100% yield; for example, 0.34 means a 34% yield). (1) The reactants are [CH2:1]([O:8][C:9]1([C:12]2[CH:17]=[CH:16][C:15]([C:18]#[C:19][C:20]3[CH:25]=[CH:24][C:23](CC(OC)=O)=[CH:22][CH:21]=3)=[CH:14][CH:13]=2)[CH2:11][CH2:10]1)[C:2]1[CH:7]=[CH:6][CH:5]=[CH:4][CH:3]=1.[CH2:31]([O:33][C:34](=[O:42])C1C=CC(I)=CC=1)[CH3:32].[CH2:43](N(CC)CC)C. The catalyst is [Cu]I.Cl[Pd](Cl)([P](C1C=CC=CC=1)(C1C=CC=CC=1)C1C=CC=CC=1)[P](C1C=CC=CC=1)(C1C=CC=CC=1)C1C=CC=CC=1. The product is [CH2:1]([O:8][C:9]1([C:12]2[CH:13]=[CH:14][C:15]([C:18]#[C:19][C:20]3[CH:25]=[CH:24][C:23]([C:34]([O:33][CH2:31][CH3:32])=[O:42])=[CH:22][CH:21]=3)=[CH:16][C:17]=2[CH3:43])[CH2:10][CH2:11]1)[C:2]1[CH:3]=[CH:4][CH:5]=[CH:6][CH:7]=1. The yield is 0.540. (2) The reactants are [CH:1]([C:4]1[CH:27]=[CH:26][CH:25]=[CH:24][C:5]=1[O:6][CH2:7][CH2:8][N:9]([CH3:23])[C:10](=[O:22])[NH:11][C:12]1[CH:21]=[CH:20][CH:19]=[CH:18][C:13]=1[C:14]([O:16]C)=[O:15])([CH3:3])[CH3:2].O[Li].O.Cl. The product is [CH:1]([C:4]1[CH:27]=[CH:26][CH:25]=[CH:24][C:5]=1[O:6][CH2:7][CH2:8][N:9]([CH3:23])[C:10](=[O:22])[NH:11][C:12]1[CH:21]=[CH:20][CH:19]=[CH:18][C:13]=1[C:14]([OH:16])=[O:15])([CH3:3])[CH3:2]. The yield is 0.610. The catalyst is C1COCC1.CO.O. (3) The reactants are [F:1][C:2]([F:23])([F:22])[C:3]1[C:11]2[CH2:10][CH2:9][CH2:8][CH2:7][C:6]=2[N:5]([C:12]2[CH:17]=[CH:16][C:15]([CH2:18][C:19](O)=[O:20])=[CH:14][CH:13]=2)[N:4]=1.C(N1C=CN=C1)(N1C=CN=C1)=O.[NH:36]1[CH2:40][CH2:39][CH2:38][CH2:37]1. The catalyst is ClCCl. The product is [O:20]=[C:19]([N:36]1[CH2:40][CH2:39][CH2:38][CH2:37]1)[CH2:18][C:15]1[CH:16]=[CH:17][C:12]([N:5]2[C:6]3[CH2:7][CH2:8][CH2:9][CH2:10][C:11]=3[C:3]([C:2]([F:23])([F:1])[F:22])=[N:4]2)=[CH:13][CH:14]=1. The yield is 0.230. (4) The reactants are [O:1]([C:8]1[N:13]=[CH:12][N:11]=[C:10]([NH2:14])[CH:9]=1)[C:2]1[CH:7]=[CH:6][CH:5]=[CH:4][CH:3]=1.[C:15](N1C=CC=CC1=O)(N1C=CC=CC1=O)=[S:16]. The catalyst is C(Cl)Cl. The yield is 0.850. The product is [N:14]([C:10]1[CH:9]=[C:8]([O:1][C:2]2[CH:3]=[CH:4][CH:5]=[CH:6][CH:7]=2)[N:13]=[CH:12][N:11]=1)=[C:15]=[S:16]. (5) The reactants are [CH3:1][C:2]1[C:3]([C:11]2[CH:12]=[CH:13][C:14]([NH2:17])=[N:15][CH:16]=2)=[CH:4][C:5]2[O:9][CH:8]=[N:7][C:6]=2[CH:10]=1.[F:18][C:19]1[CH:27]=[CH:26][CH:25]=[CH:24][C:20]=1[C:21](Cl)=[O:22].CCN(C(C)C)C(C)C.C([O-])(O)=O.[Na+].C(Cl)Cl. The catalyst is C(Cl)Cl. The product is [CH3:1][C:2]1[C:3]([C:11]2[CH:12]=[CH:13][C:14]([NH:17][C:21]([C:20]3[CH:24]=[CH:25][CH:26]=[CH:27][C:19]=3[F:18])=[O:22])=[N:15][CH:16]=2)=[CH:4][C:5]2[O:9][CH:8]=[N:7][C:6]=2[CH:10]=1. The yield is 0.578. (6) The reactants are C([O:9][CH2:10][CH:11]1[O:18][CH2:17][C:14]2([CH2:16][CH2:15]2)[CH2:13][O:12]1)(=O)C1C=CC=CC=1.[OH-].[Na+].[Cl-].[NH4+]. The catalyst is CO. The product is [CH2:15]1[C:14]2([CH2:17][O:18][CH:11]([CH2:10][OH:9])[O:12][CH2:13]2)[CH2:16]1. The yield is 0.686. (7) The reactants are [CH3:1][O:2][C:3]1[CH:4]=[C:5]([N:23]2[CH2:27][CH2:26][CH:25]([O:28][C:29]3[CH:34]=[CH:33][C:32]([O:35][C:36]([F:39])([F:38])[F:37])=[CH:31][CH:30]=3)[C:24]2=[O:40])[CH:6]=[CH:7][C:8]=1[O:9][CH2:10][C:11]([CH3:22])([O:13][CH2:14][O:15][CH2:16][CH2:17][Si:18]([CH3:21])([CH3:20])[CH3:19])[CH3:12].[Li+].C[Si]([N-][Si](C)(C)C)(C)C.[C:51]1([Se:57]Br)[CH:56]=[CH:55][CH:54]=[CH:53][CH:52]=1.[NH4+].[Cl-]. The catalyst is C1COCC1. The product is [CH3:1][O:2][C:3]1[CH:4]=[C:5]([N:23]2[CH2:27][CH2:26][C:25]([Se:57][C:51]3[CH:56]=[CH:55][CH:54]=[CH:53][CH:52]=3)([O:28][C:29]3[CH:34]=[CH:33][C:32]([O:35][C:36]([F:38])([F:37])[F:39])=[CH:31][CH:30]=3)[C:24]2=[O:40])[CH:6]=[CH:7][C:8]=1[O:9][CH2:10][C:11]([CH3:22])([O:13][CH2:14][O:15][CH2:16][CH2:17][Si:18]([CH3:21])([CH3:20])[CH3:19])[CH3:12]. The yield is 0.710. (8) The reactants are [NH2:1][C:2]1[N:7]=[C:6]([C:8]([F:15])([F:14])[C:9]([O:11]CC)=[O:10])[CH:5]=[CH:4][N:3]=1.Cl. The catalyst is O1CCCC1. The product is [NH2:1][C:2]1[N:7]=[C:6]([C:8]([F:15])([F:14])[C:9]([OH:11])=[O:10])[CH:5]=[CH:4][N:3]=1. The yield is 0.820. (9) The reactants are Br[C:2]1[CH:7]=[CH:6][C:5]2[C:8]3([CH2:23][O:24][C:4]=2[CH:3]=1)[C:16]1[C:11](=[CH:12][CH:13]=[CH:14][CH:15]=1)[N:10]([CH2:17][CH2:18][CH2:19][CH2:20][CH3:21])[C:9]3=[O:22].[N:25]1[CH:30]=[CH:29][CH:28]=[C:27](B(O)O)[CH:26]=1.C(=O)([O-])[O-].[Na+].[Na+]. The catalyst is C([O-])(=O)C.[Pd+2].C([O-])(=O)C.CC1C(P(C2C(C)=CC=CC=2)C2C(C)=CC=CC=2)=CC=CC=1.COCCOC. The product is [CH2:17]([N:10]1[C:11]2[C:16](=[CH:15][CH:14]=[CH:13][CH:12]=2)[C:8]2([C:5]3[CH:6]=[CH:7][C:2]([C:27]4[CH:26]=[N:25][CH:30]=[CH:29][CH:28]=4)=[CH:3][C:4]=3[O:24][CH2:23]2)[C:9]1=[O:22])[CH2:18][CH2:19][CH2:20][CH3:21]. The yield is 0.670.